The task is: Binary Classification. Given a miRNA mature sequence and a target amino acid sequence, predict their likelihood of interaction.. This data is from Experimentally validated miRNA-target interactions with 360,000+ pairs, plus equal number of negative samples. The miRNA is mmu-miR-539-3p with sequence CAUACAAGGAUAAUUUCUUUUU. The protein sequence of the target gene is MSVGRRRVKLLGILMMANVFIYLIVEVSKNSSQDKNGKGGVIIPKEKFWKPPSTPRAYWNREQEKLNRWYNPILNRVANQTGELATSPNTSHLSYCEPDSTVMTAVTDFNNLPDRFKDFLLYLRCRNYSLLIDQPKKCAKKPFLLLAIKSLIPHFARRQAIRESWGRETNVGNQTVVRVFLLGKTPPEDNHPDLSDMLKFESDKHQDILMWNYRDTFFNLSLKEVLFLRWVSTSCPDAEFVFKGDDDVFVNTHHILNYLNSLSKSKAKDLFIGDVIHNAGPHRDKKLKYYIPEVFYTGVY.... Result: 1 (interaction).